This data is from Reaction yield outcomes from USPTO patents with 853,638 reactions. The task is: Predict the reaction yield, written as a fraction of the theoretical maximum amount of product (1.0 means a 100% yield; for example, 0.34 means a 34% yield). (1) The reactants are [H-].[Na+].[I:3][C:4]1[CH:5]=[N:6][NH:7][CH:8]=1.[C:9]([O:13][C:14]([N:16]1[CH2:21][CH2:20][CH:19](OS(C)(=O)=O)[CH2:18][CH2:17]1)=[O:15])([CH3:12])([CH3:11])[CH3:10]. The catalyst is CN(C=O)C. The product is [I:3][C:4]1[CH:5]=[N:6][N:7]([CH:19]2[CH2:20][CH2:21][N:16]([C:14]([O:13][C:9]([CH3:12])([CH3:11])[CH3:10])=[O:15])[CH2:17][CH2:18]2)[CH:8]=1. The yield is 0.660. (2) The reactants are [Cl:1][C:2]1[N:7]=[C:6]([NH:8][C:9](=[O:14])[C:10]([CH3:13])([CH3:12])[CH3:11])[CH:5]=[CH:4][CH:3]=1.[Cl:15]N1C(=O)CCC1=O. The catalyst is C(Cl)(Cl)Cl. The product is [Cl:15][C:3]1[CH:4]=[CH:5][C:6]([NH:8][C:9](=[O:14])[C:10]([CH3:11])([CH3:13])[CH3:12])=[N:7][C:2]=1[Cl:1]. The yield is 0.660. (3) The reactants are [C:1]1([SiH3])[CH:6]=[CH:5][CH:4]=[CH:3]C=1.[N:8]([C:17]([O:19][C:20]([CH3:23])([CH3:22])[CH3:21])=[O:18])=[N:9][C:10]([O:12][C:13]([CH3:16])([CH3:15])[CH3:14])=[O:11].C1C23CC12C3.O. The catalyst is CC(O)C.C(Cl)Cl.[Cl-].[Na+].O.CCOC(C)=O.CC(C)(C)/C(/O)=C/C(C(C)(C)C)=O.CC(C)(C)/C(/O)=C/C(C(C)(C)C)=O.CC(C)(C)/C(/O)=C/C(C(C)(C)C)=O.[Mn]. The product is [C:4]12([N:8]([C:17]([O:19][C:20]([CH3:23])([CH3:22])[CH3:21])=[O:18])[NH:9][C:10]([O:12][C:13]([CH3:14])([CH3:15])[CH3:16])=[O:11])[CH2:3][CH:6]([CH2:5]1)[CH2:1]2. The yield is 0.990. (4) The reactants are [Br-:1].[Br-].[Br-].C1([N+](C)(C)C)C=CC=CC=1.C1([N+](C)(C)C)C=CC=CC=1.C1([N+](C)(C)C)C=CC=CC=1.[Cl:34][C:35]1[CH:36]=[CH:37][C:38]([OH:44])=[C:39]([C:41](=[O:43])[CH3:42])[CH:40]=1.O. The catalyst is O1CCCC1. The product is [Br:1][CH2:42][C:41]([C:39]1[CH:40]=[C:35]([Cl:34])[CH:36]=[CH:37][C:38]=1[OH:44])=[O:43]. The yield is 0.756.